This data is from Full USPTO retrosynthesis dataset with 1.9M reactions from patents (1976-2016). The task is: Predict the reactants needed to synthesize the given product. (1) Given the product [F:34][C:30]1[CH:29]=[C:28]([C@H:11]2[CH2:10][C@@H:9]([OH:8])[CH2:13][N:12]2[C:14]2[CH:19]=[CH:18][N:17]3[N:20]=[CH:21][C:22]([C:23]([OH:25])=[O:24])=[C:16]3[N:15]=2)[CH:33]=[CH:32][CH:31]=1, predict the reactants needed to synthesize it. The reactants are: [Si]([O:8][C@H:9]1[CH2:13][N:12]([C:14]2[CH:19]=[CH:18][N:17]3[N:20]=[CH:21][C:22]([C:23]([O:25]CC)=[O:24])=[C:16]3[N:15]=2)[C@@H:11]([C:28]2[CH:33]=[CH:32][CH:31]=[C:30]([F:34])[CH:29]=2)[CH2:10]1)(C(C)(C)C)(C)C.[Li+].[OH-]. (2) Given the product [CH2:29]([O:16][C:5]1[C:4]2[C:9](=[CH:10][CH:11]=[C:2]([F:1])[CH:3]=2)[N:8]=[C:7]([C:12]([O:14][CH3:15])=[O:13])[CH:6]=1)[CH3:30], predict the reactants needed to synthesize it. The reactants are: [F:1][C:2]1[CH:3]=[C:4]2[C:9](=[CH:10][CH:11]=1)[NH:8][C:7]([C:12]([O:14][CH3:15])=[O:13])=[CH:6][C:5]2=[O:16].C(=O)([O-])[O-].[K+].[K+].CN(C=O)C.I[CH2:29][CH3:30]. (3) Given the product [O:26]1[CH2:31][CH2:30][CH:21]([O:20][C:19]([NH:1][CH:2]2[CH2:3][CH2:4][N:5]([C:8]([O:10][CH2:11][C:12]3[CH:17]=[CH:16][CH:15]=[CH:14][CH:13]=3)=[O:9])[CH2:6][CH2:7]2)=[O:18])[CH2:28][CH2:27]1, predict the reactants needed to synthesize it. The reactants are: [NH2:1][CH:2]1[CH2:7][CH2:6][N:5]([C:8]([O:10][CH2:11][C:12]2[CH:17]=[CH:16][CH:15]=[CH:14][CH:13]=2)=[O:9])[CH2:4][CH2:3]1.[O:18]=[C:19](Cl)[O:20][C:21](Cl)(Cl)Cl.[O:26]1[CH2:31][CH2:30]C(O)[CH2:28][CH2:27]1. (4) Given the product [Si:7]([O:6][CH2:5][C:4]1[CH:14]=[CH:15][C:16]([O:17][CH3:18])=[C:2]([C:23]2([OH:30])[C:22]3[C:26](=[CH:27][CH:28]=[C:20]([Cl:19])[CH:21]=3)[NH:25][C:24]2=[O:29])[CH:3]=1)([C:10]([CH3:13])([CH3:12])[CH3:11])([CH3:9])[CH3:8], predict the reactants needed to synthesize it. The reactants are: Br[C:2]1[CH:3]=[C:4]([CH:14]=[CH:15][C:16]=1[O:17][CH3:18])[CH2:5][O:6][Si:7]([C:10]([CH3:13])([CH3:12])[CH3:11])([CH3:9])[CH3:8].[Cl:19][C:20]1[CH:21]=[C:22]2[C:26](=[CH:27][CH:28]=1)[NH:25][C:24](=[O:29])[C:23]2=[O:30]. (5) Given the product [C:15]([O:18][C:19]([N:4]1[CH2:5][CH2:6][C@H:2]([CH3:1])[C@H:3]1[C:7]([OH:9])=[O:8])=[O:20])([CH3:17])([CH3:16])[CH3:14], predict the reactants needed to synthesize it. The reactants are: [CH3:1][C@H:2]1[CH2:6][CH2:5][NH:4][C@@H:3]1[C:7]([OH:9])=[O:8].CC#N.O.[CH3:14][C:15]([O:18][C:19](O[C:19]([O:18][C:15]([CH3:17])([CH3:16])[CH3:14])=[O:20])=[O:20])([CH3:17])[CH3:16].[OH-].[Na+].